This data is from NCI-60 drug combinations with 297,098 pairs across 59 cell lines. The task is: Regression. Given two drug SMILES strings and cell line genomic features, predict the synergy score measuring deviation from expected non-interaction effect. (1) Drug 1: CC1=C2C(C(=O)C3(C(CC4C(C3C(C(C2(C)C)(CC1OC(=O)C(C(C5=CC=CC=C5)NC(=O)C6=CC=CC=C6)O)O)OC(=O)C7=CC=CC=C7)(CO4)OC(=O)C)O)C)OC(=O)C. Drug 2: C(CCl)NC(=O)N(CCCl)N=O. Cell line: A549. Synergy scores: CSS=51.4, Synergy_ZIP=-1.68, Synergy_Bliss=-1.54, Synergy_Loewe=-55.5, Synergy_HSA=-0.727. (2) Drug 1: CCC1(C2=C(COC1=O)C(=O)N3CC4=CC5=C(C=CC(=C5CN(C)C)O)N=C4C3=C2)O.Cl. Drug 2: CC1CCCC2(C(O2)CC(NC(=O)CC(C(C(=O)C(C1O)C)(C)C)O)C(=CC3=CSC(=N3)C)C)C. Cell line: 786-0. Synergy scores: CSS=68.8, Synergy_ZIP=-0.328, Synergy_Bliss=-1.35, Synergy_Loewe=3.61, Synergy_HSA=4.47. (3) Drug 1: CN(C)C1=NC(=NC(=N1)N(C)C)N(C)C. Drug 2: C1C(C(OC1N2C=NC3=C2NC=NCC3O)CO)O. Cell line: SW-620. Synergy scores: CSS=-3.43, Synergy_ZIP=1.72, Synergy_Bliss=-1.26, Synergy_Loewe=-3.56, Synergy_HSA=-5.09. (4) Drug 1: CC1=C(C(CCC1)(C)C)C=CC(=CC=CC(=CC(=O)O)C)C. Drug 2: COC1=C2C(=CC3=C1OC=C3)C=CC(=O)O2. Cell line: HCT-15. Synergy scores: CSS=-0.885, Synergy_ZIP=2.02, Synergy_Bliss=6.20, Synergy_Loewe=0.254, Synergy_HSA=-0.634. (5) Drug 1: CC12CCC3C(C1CCC2O)C(CC4=C3C=CC(=C4)O)CCCCCCCCCS(=O)CCCC(C(F)(F)F)(F)F. Drug 2: CN(C(=O)NC(C=O)C(C(C(CO)O)O)O)N=O. Cell line: T-47D. Synergy scores: CSS=0.607, Synergy_ZIP=-0.406, Synergy_Bliss=-0.876, Synergy_Loewe=-8.49, Synergy_HSA=-3.39.